This data is from Reaction yield outcomes from USPTO patents with 853,638 reactions. The task is: Predict the reaction yield, written as a fraction of the theoretical maximum amount of product (1.0 means a 100% yield; for example, 0.34 means a 34% yield). (1) The reactants are Cl[C:2]1[N:3]=[C:4]2[C:10]([C:11]3[CH:16]=[CH:15][CH:14]=[CH:13][CH:12]=3)=[C:9]([C:17]3[CH:22]=[CH:21][C:20]([C:23]4([NH:27][C:28](=[O:34])[O:29][C:30]([CH3:33])([CH3:32])[CH3:31])[CH2:26][CH2:25][CH2:24]4)=[CH:19][CH:18]=3)[O:8][C:5]2=[N:6][CH:7]=1.C(=O)([O-])[O-].[Cs+].[Cs+].O1[CH2:46][CH2:45]OCC1. The catalyst is O. The product is [C:11]1([C:10]2[C:4]3[C:5](=[N:6][CH:7]=[C:2]([C:7]4[CH:2]=[N:3][CH:4]=[CH:45][CH:46]=4)[N:3]=3)[O:8][C:9]=2[C:17]2[CH:22]=[CH:21][C:20]([C:23]3([NH:27][C:28](=[O:34])[O:29][C:30]([CH3:33])([CH3:32])[CH3:31])[CH2:26][CH2:25][CH2:24]3)=[CH:19][CH:18]=2)[CH:16]=[CH:15][CH:14]=[CH:13][CH:12]=1. The yield is 0.630. (2) The reactants are [F:1][C:2]1[CH:7]=[CH:6][C:5]([NH:8][C:9]2[N:14]3[N:15]=[CH:16][C:17]([C:18](O)=[O:19])=[C:13]3[N:12]=[CH:11][C:10]=2[C:21]([N:23]2[CH2:28][CH2:27][CH:26]([C:29]3[CH:34]=[CH:33][C:32]([F:35])=[CH:31][CH:30]=3)[CH2:25][CH2:24]2)=[O:22])=[CH:4][C:3]=1[CH3:36].[CH2:37]([S:39]([NH2:42])(=[O:41])=[O:40])[CH3:38]. No catalyst specified. The product is [F:1][C:2]1[CH:7]=[CH:6][C:5]([NH:8][C:9]2[N:14]3[N:15]=[CH:16][C:17]([C:18]([NH:42][S:39]([CH2:37][CH3:38])(=[O:41])=[O:40])=[O:19])=[C:13]3[N:12]=[CH:11][C:10]=2[C:21]([N:23]2[CH2:24][CH2:25][CH:26]([C:29]3[CH:34]=[CH:33][C:32]([F:35])=[CH:31][CH:30]=3)[CH2:27][CH2:28]2)=[O:22])=[CH:4][C:3]=1[CH3:36]. The yield is 0.640. (3) The reactants are [Cl:1][C:2]1[CH:27]=[C:26]([CH3:28])[CH:25]=[CH:24][C:3]=1[CH2:4][C:5]1[CH:13]=[C:12]2[C:8]([C:9]([CH2:14][N:15]([CH3:23])[C:16](=[O:22])[O:17][C:18]([CH3:21])([CH3:20])[CH3:19])=[CH:10][NH:11]2)=[CH:7][CH:6]=1.[H-].[Na+].[F:31][C:32]1[CH:33]=[C:34]([S:38](Cl)(=[O:40])=[O:39])[CH:35]=[CH:36][CH:37]=1.O. The catalyst is CN(C)C=O. The product is [Cl:1][C:2]1[CH:27]=[C:26]([CH3:28])[CH:25]=[CH:24][C:3]=1[CH2:4][C:5]1[CH:13]=[C:12]2[C:8]([C:9]([CH2:14][N:15]([CH3:23])[C:16](=[O:22])[O:17][C:18]([CH3:21])([CH3:20])[CH3:19])=[CH:10][N:11]2[S:38]([C:34]2[CH:35]=[CH:36][CH:37]=[C:32]([F:31])[CH:33]=2)(=[O:40])=[O:39])=[CH:7][CH:6]=1. The yield is 0.465. (4) The product is [ClH:28].[NH:8]1[CH2:9][CH2:10][CH:11]([C:14]2[C:19]([N:20]3[CH2:25][CH2:24][CH:23]([CH2:26][OH:27])[CH2:22][CH2:21]3)=[N:18][CH:17]=[CH:16][N:15]=2)[CH2:12][CH2:13]1. The reactants are C(OC([N:8]1[CH2:13][CH2:12][CH:11]([C:14]2[C:19]([N:20]3[CH2:25][CH2:24][CH:23]([CH2:26][OH:27])[CH2:22][CH2:21]3)=[N:18][CH:17]=[CH:16][N:15]=2)[CH2:10][CH2:9]1)=O)(C)(C)C.[ClH:28].CO. The yield is 0.987. No catalyst specified. (5) The product is [C:21]([C:8]1([C:4]2[CH:5]=[CH:6][CH:7]=[C:2]([C:27]3[CH:26]=[N:25][N:24]([CH3:23])[CH:28]=3)[CH:3]=2)[CH2:13][CH2:12][N:11]([C:14]([O:16][C:17]([CH3:20])([CH3:19])[CH3:18])=[O:15])[CH2:10][CH2:9]1)#[N:22]. The reactants are Br[C:2]1[CH:3]=[C:4]([C:8]2([C:21]#[N:22])[CH2:13][CH2:12][N:11]([C:14]([O:16][C:17]([CH3:20])([CH3:19])[CH3:18])=[O:15])[CH2:10][CH2:9]2)[CH:5]=[CH:6][CH:7]=1.[CH3:23][N:24]1[CH:28]=[C:27](B2OC(C)(C)C(C)(C)O2)[CH:26]=[N:25]1.P([O-])([O-])([O-])=O.[K+].[K+].[K+]. The catalyst is O1CCOCC1.C1C=CC(P(C2C=CC=CC=2)[C-]2C=CC=C2)=CC=1.C1C=CC(P(C2C=CC=CC=2)[C-]2C=CC=C2)=CC=1.Cl[Pd]Cl.[Fe+2]. The yield is 0.780.